This data is from Forward reaction prediction with 1.9M reactions from USPTO patents (1976-2016). The task is: Predict the product of the given reaction. (1) Given the reactants C(OC(=O)[NH:7][C:8]1[CH:13]=[CH:12][C:11]([CH:14]2[CH2:19][CH2:18][N:17]([C:20](=[O:29])[CH2:21][N:22]3[CH2:27][CH2:26][N:25]([CH3:28])[CH2:24][CH2:23]3)[CH2:16][CH2:15]2)=[CH:10][CH:9]=1)(C)(C)C.C(O)(C(F)(F)F)=O, predict the reaction product. The product is: [NH2:7][C:8]1[CH:13]=[CH:12][C:11]([CH:14]2[CH2:19][CH2:18][N:17]([C:20](=[O:29])[CH2:21][N:22]3[CH2:23][CH2:24][N:25]([CH3:28])[CH2:26][CH2:27]3)[CH2:16][CH2:15]2)=[CH:10][CH:9]=1. (2) Given the reactants Cl[C:2]1[C:7]([N+:8]([O-:10])=[O:9])=[CH:6][CH:5]=[C:4]([Cl:11])[N:3]=1.C([O-])([O-])=O.[K+].[K+].[CH2:18]([O:20][C:21]([N:23]1[CH2:28][CH2:27][CH:26]([NH2:29])[CH2:25][CH2:24]1)=[O:22])[CH3:19].O, predict the reaction product. The product is: [CH2:18]([O:20][C:21]([N:23]1[CH2:24][CH2:25][CH:26]([NH:29][C:2]2[C:7]([N+:8]([O-:10])=[O:9])=[CH:6][CH:5]=[C:4]([Cl:11])[N:3]=2)[CH2:27][CH2:28]1)=[O:22])[CH3:19].